This data is from Full USPTO retrosynthesis dataset with 1.9M reactions from patents (1976-2016). The task is: Predict the reactants needed to synthesize the given product. (1) Given the product [CH2:21]([N:24]([CH2:37][C:38]1[CH:43]=[CH:42][CH:41]=[CH:40][C:39]=1[C:44]([F:47])([F:45])[F:46])[C@H:25]1[CH2:29][CH2:28][NH:27][CH2:26]1)[CH2:22][CH3:23], predict the reactants needed to synthesize it. The reactants are: B(O)(O)[C@H]1N(C([C@@H](N)C(C)C)=O)CCC1.CS(O)(=O)=O.[CH2:21]([N:24]([CH2:37][C:38]1[CH:43]=[CH:42][CH:41]=[CH:40][C:39]=1[C:44]([F:47])([F:46])[F:45])[C@H:25]1[CH2:29][CH2:28][N:27](C(OC(C)(C)C)=O)[CH2:26]1)[CH2:22][CH3:23].Cl. (2) Given the product [NH2:8][C:9]([CH3:36])([CH3:35])[C@H:10]([NH:15][C:16]([C:18]1[CH:27]=[CH:26][C:25]2[C:20](=[CH:21][CH:22]=[C:23]([C:28]#[C:29][C@@H:30]3[CH2:32][C@H:31]3[CH2:33][OH:34])[CH:24]=2)[CH:19]=1)=[O:17])[C:11]([O:13][CH3:14])=[O:12], predict the reactants needed to synthesize it. The reactants are: C(OC([NH:8][C:9]([CH3:36])([CH3:35])[C@H:10]([NH:15][C:16]([C:18]1[CH:27]=[CH:26][C:25]2[C:20](=[CH:21][CH:22]=[C:23]([C:28]#[C:29][C@@H:30]3[CH2:32][C@H:31]3[CH2:33][OH:34])[CH:24]=2)[CH:19]=1)=[O:17])[C:11]([O:13][CH3:14])=[O:12])=O)(C)(C)C.Cl. (3) The reactants are: FC(F)(F)C(O)=O.ClC1C(N[C@@H]2[C@@H]3C[C@@H](C=C3)[C@@H]2C(N)=O)=C2N=C(C3C=CC(CN4CCOCC4)=CC=3)NC2=NC=1.[NH2:42][C:43]1[C:48]([NH2:49])=[C:47]([NH:50][C@@H:51]2[C@@H:56]3[CH2:57][C@@H:53]([CH:54]=[CH:55]3)[C@@H:52]2[C:58]([NH2:60])=[O:59])[C:46]([Cl:61])=[CH:45][N:44]=1.[CH3:62][O:63][C:64]1[CH:69]=[CH:68][N:67]=[CH:66][C:65]=1[CH:70]=O. Given the product [Cl:61][C:46]1[C:47]([NH:50][C@@H:51]2[C@@H:56]3[CH2:57][C@@H:53]([CH:54]=[CH:55]3)[C@@H:52]2[C:58]([NH2:60])=[O:59])=[C:48]2[N:49]=[C:70]([C:65]3[CH:66]=[N:67][CH:68]=[CH:69][C:64]=3[O:63][CH3:62])[NH:42][C:43]2=[N:44][CH:45]=1, predict the reactants needed to synthesize it. (4) Given the product [Br:1][C:2]1[CH:3]=[C:4]([CH:9]([N:11]([CH:12]2[CH2:14][CH2:13]2)[C:25](=[O:26])[O:27][C:28]([CH3:31])([CH3:30])[CH3:29])[CH3:10])[CH:5]=[N:6][C:7]=1[Cl:8], predict the reactants needed to synthesize it. The reactants are: [Br:1][C:2]1[CH:3]=[C:4]([CH:9]([NH:11][CH:12]2[CH2:14][CH2:13]2)[CH3:10])[CH:5]=[N:6][C:7]=1[Cl:8].O1CCCC1.C(=O)([O-])O.[Na+].[C:25](O[C:25]([O:27][C:28]([CH3:31])([CH3:30])[CH3:29])=[O:26])([O:27][C:28]([CH3:31])([CH3:30])[CH3:29])=[O:26]. (5) Given the product [O:14]([C:11]1[CH:12]=[C:13]([CH2:32][CH2:31][CH2:33][N:28]2[CH2:29][CH2:30][CH:25]([C:18]3[C:19]4[CH:24]=[CH:23][CH:22]=[CH:21][C:20]=4[O:16][CH:17]=3)[CH2:26][CH2:27]2)[C:8]2[N:7]=[N:6][NH:5][C:9]=2[CH:10]=1)[CH3:15], predict the reactants needed to synthesize it. The reactants are: ClCCC[N:5]1[C:9]2[CH:10]=[C:11]([O:14][CH3:15])[CH:12]=[CH:13][C:8]=2[N:7]=[N:6]1.[O:16]1[C:20]2[CH:21]=[CH:22][CH:23]=[CH:24][C:19]=2[C:18]([CH:25]2[CH2:30][CH2:29][NH:28][CH2:27][CH2:26]2)=[CH:17]1.[CH:31](N(C(C)C)CC)([CH3:33])[CH3:32].[I-].[K+]. (6) Given the product [CH2:1]([O:8][C:9]([N:11]1[CH2:15][C:14]([F:17])([F:16])[CH2:13][C@H:12]1[C:18]#[N:19])=[O:10])[C:2]1[CH:7]=[CH:6][CH:5]=[CH:4][CH:3]=1, predict the reactants needed to synthesize it. The reactants are: [CH2:1]([O:8][C:9]([N:11]1[CH2:15][C:14]([F:17])([F:16])[CH2:13][C@H:12]1[C:18](N)=[N:19]O)=[O:10])[C:2]1[CH:7]=[CH:6][CH:5]=[CH:4][CH:3]=1.COC(C#CC(OC)=O)=O. (7) Given the product [C:39](=[O:40])([O:41][CH3:42])[O:35][CH:34]([C:33]1[CH:32]=[CH:31][C:30]([O:29][CH2:22][C:23]2[CH:24]=[CH:25][CH:26]=[CH:27][CH:28]=2)=[CH:37][CH:36]=1)[Sn:13]([CH2:9][CH2:10][CH2:11][CH3:12])([CH2:14][CH2:15][CH2:16][CH3:17])[CH2:18][CH2:19][CH2:20][CH3:21], predict the reactants needed to synthesize it. The reactants are: C([N-]C(C)C)(C)C.[Li+].[CH2:9]([SnH:13]([CH2:18][CH2:19][CH2:20][CH3:21])[CH2:14][CH2:15][CH2:16][CH3:17])[CH2:10][CH2:11][CH3:12].[CH2:22]([O:29][C:30]1[CH:37]=[CH:36][C:33]([CH:34]=[O:35])=[CH:32][CH:31]=1)[C:23]1[CH:28]=[CH:27][CH:26]=[CH:25][CH:24]=1.Cl[C:39]([O:41][CH3:42])=[O:40].